The task is: Predict the reaction yield, written as a fraction of the theoretical maximum amount of product (1.0 means a 100% yield; for example, 0.34 means a 34% yield).. This data is from Reaction yield outcomes from USPTO patents with 853,638 reactions. (1) The product is [Cl:20][C:21]1[CH:22]=[C:23]2[C:27](=[CH:28][CH:29]=1)[NH:26][C:25](=[O:30])[C:24]2=[CH:18][C:9]1[NH:10][C:11]2[CH2:16][CH2:15][NH:14][C:13](=[O:17])[C:12]=2[C:8]=1[C:5]1[CH:4]=[CH:3][C:2]([F:1])=[CH:7][CH:6]=1. No catalyst specified. The yield is 0.342. The reactants are [F:1][C:2]1[CH:7]=[CH:6][C:5]([C:8]2[C:12]3[C:13](=[O:17])[NH:14][CH2:15][CH2:16][C:11]=3[NH:10][C:9]=2[CH:18]=O)=[CH:4][CH:3]=1.[Cl:20][C:21]1[CH:22]=[C:23]2[C:27](=[CH:28][CH:29]=1)[NH:26][C:25](=[O:30])[CH2:24]2. (2) The reactants are Cl.[Cl:2][C:3]1[C:4]([NH:13][C@H:14]2[CH2:19][CH2:18][CH2:17][N:16]([CH:20]3[CH2:25][CH2:24][NH:23][CH2:22][CH2:21]3)[C:15]2=[O:26])=[N:5][CH:6]=[C:7]([C:9]([F:12])([F:11])[F:10])[CH:8]=1.[Cl:27][C:28]1[CH:33]=[N:32][C:31](Cl)=[CH:30][N:29]=1.CCN(C(C)C)C(C)C. The catalyst is CN(C=O)C. The product is [Cl:2][C:3]1[C:4]([NH:13][C@H:14]2[CH2:19][CH2:18][CH2:17][N:16]([CH:20]3[CH2:21][CH2:22][N:23]([C:31]4[CH:30]=[N:29][C:28]([Cl:27])=[CH:33][N:32]=4)[CH2:24][CH2:25]3)[C:15]2=[O:26])=[N:5][CH:6]=[C:7]([C:9]([F:12])([F:11])[F:10])[CH:8]=1. The yield is 0.420. (3) The reactants are [CH2:1]([N:3](CC)CC)C.CN.F[P-](F)(F)(F)(F)F.N1(O[P+](N(C)C)(N(C)C)N(C)C)C2C=CC=CC=2N=N1.Cl.[Cl:38][C:39]1[CH:47]=[CH:46][C:42]([C:43]([OH:45])=O)=[C:41]([NH:48][CH2:49][CH2:50][N:51]([CH3:53])[CH3:52])[N:40]=1. The catalyst is C1COCC1.CN(C=O)C. The product is [Cl:38][C:39]1[CH:47]=[CH:46][C:42]([C:43]([NH:3][CH3:1])=[O:45])=[C:41]([NH:48][CH2:49][CH2:50][N:51]([CH3:53])[CH3:52])[N:40]=1. The yield is 0.710. (4) The reactants are [C:1]([C:5]1[CH:9]=[C:8]([NH:10][C:11]([NH:13][C@@H:14]2[C:23]3[C:18](=[CH:19][CH:20]=[CH:21][CH:22]=3)[C@H:17]([O:24][C:25]3[CH:26]=[CH:27][C:28]4[N:29]([C:31]([N:34]5[CH2:39][CH2:38][CH2:37][CH2:36][C@@H:35]5[CH3:40])=[N:32][N:33]=4)[CH:30]=3)[CH2:16][CH2:15]2)=[O:12])[N:7]([C:41]2[CH:42]=[C:43]([CH:52]=[CH:53][CH:54]=2)[O:44][CH2:45][CH2:46][O:47]S(C)(=O)=O)[N:6]=1)([CH3:4])([CH3:3])[CH3:2].[O:55]1[CH:61]=[CH:60][CH:59]=[N:58][CH:57]=[CH:56]1. The catalyst is C1COCC1. The product is [CH:46]([OH:47])=[O:55].[C:1]([C:5]1[CH:9]=[C:8]([NH:10][C:11]([NH:13][C@@H:14]2[C:23]3[C:18](=[CH:19][CH:20]=[CH:21][CH:22]=3)[C@H:17]([O:24][C:25]3[CH:26]=[CH:27][C:28]4[N:29]([C:31]([N:34]5[CH2:39][CH2:38][CH2:37][CH2:36][C@@H:35]5[CH3:40])=[N:32][N:33]=4)[CH:30]=3)[CH2:16][CH2:15]2)=[O:12])[N:7]([C:41]2[CH:54]=[CH:53][CH:52]=[C:43]([O:44][CH2:45][CH2:46][N:58]3[CH2:59][CH2:60][CH2:61][O:55][CH2:56][CH2:57]3)[CH:42]=2)[N:6]=1)([CH3:2])([CH3:3])[CH3:4]. The yield is 0.530. (5) The reactants are [CH3:1][O:2][C:3]1[CH:20]=[CH:19][C:18]2[C@@H:17]3[C@H:8]([C@H:9]4[C@@:13]([CH2:15][CH2:16]3)([CH3:14])[C@@H:12]([O:21][CH2:22][O:23][CH3:24])[CH2:11][CH:10]4[CH2:25]OS(CC3C=CC=CC=3)(=O)=O)[CH2:7][CH2:6][C:5]=2[CH:4]=1. The catalyst is C1COCC1. The product is [CH3:1][O:2][C:3]1[CH:20]=[CH:19][C:18]2[C@@H:17]3[C@H:8]([C@H:9]4[C@@:13]([CH2:15][CH2:16]3)([CH3:14])[C@@H:12]([O:21][CH2:22][O:23][CH3:24])[CH2:11][C@@H:10]4[CH3:25])[CH2:7][CH2:6][C:5]=2[CH:4]=1. The yield is 0.970.